From a dataset of Catalyst prediction with 721,799 reactions and 888 catalyst types from USPTO. Predict which catalyst facilitates the given reaction. (1) Reactant: [O:1]([C:8]1[CH:14]=[CH:13][C:11]([NH2:12])=[CH:10][CH:9]=1)[C:2]1[CH:7]=[CH:6][CH:5]=[CH:4][CH:3]=1.C.[C:16](OC(=O)C)(=[O:18])[CH3:17].NC1C=CC=CC=1. Product: [O:1]([C:8]1[CH:9]=[CH:10][C:11]([NH:12][C:16](=[O:18])[CH3:17])=[CH:13][CH:14]=1)[C:2]1[CH:3]=[CH:4][CH:5]=[CH:6][CH:7]=1. The catalyst class is: 86. (2) Reactant: CC1(C)C(C)(C)OB([C:9]2[CH:10]=[C:11]([C@H:15]([NH:17]C(=O)OC(C)(C)C)[CH3:16])[CH:12]=[CH:13][CH:14]=2)O1.Cl[C:27]1[CH:32]=[CH:31][N:30]=[C:29]([CH2:33][O:34][C:35]2[CH:40]=[CH:39][CH:38]=[CH:37][C:36]=2[CH2:41][C:42]([O:44]C)=[O:43])[CH:28]=1.[O-]P([O-])([O-])=O.[K+].[K+].[K+].[OH-].[Na+]. Product: [NH2:17][C@@H:15]([C:11]1[CH:10]=[C:9]([C:27]2[CH:32]=[CH:31][N:30]=[C:29]([CH2:33][O:34][C:35]3[CH:40]=[CH:39][CH:38]=[CH:37][C:36]=3[CH2:41][C:42]([OH:44])=[O:43])[CH:28]=2)[CH:14]=[CH:13][CH:12]=1)[CH3:16]. The catalyst class is: 18. (3) Reactant: [C:1]([O:5][C:6]([NH:8][CH:9]1[CH2:14][N:13]([C:15]([O:17][CH2:18][C:19]2[CH:24]=[CH:23][CH:22]=[CH:21][CH:20]=2)=[O:16])[CH2:12][CH:11]([C:25]([O:27]C)=[O:26])[CH2:10]1)=[O:7])([CH3:4])([CH3:3])[CH3:2].O[Li].O. Product: [CH2:18]([O:17][C:15]([N:13]1[CH2:14][CH:9]([NH:8][C:6]([O:5][C:1]([CH3:3])([CH3:4])[CH3:2])=[O:7])[CH2:10][CH:11]([C:25]([OH:27])=[O:26])[CH2:12]1)=[O:16])[C:19]1[CH:20]=[CH:21][CH:22]=[CH:23][CH:24]=1. The catalyst class is: 24. (4) The catalyst class is: 127. Reactant: Cl[C:2]1[N:7]=[C:6]([C:8]([F:11])([F:10])[F:9])[C:5]([C:12]([O:14][CH3:15])=[O:13])=[CH:4][N:3]=1.[CH:16]12[CH2:22][CH:19]([CH2:20][CH2:21]1)[CH2:18][CH:17]2[NH2:23].C(N(CC)C(C)C)(C)C.Cl. Product: [C@H:16]12[CH2:22][C@H:19]([CH2:20][CH2:21]1)[CH2:18][C@H:17]2[NH:23][C:2]1[N:7]=[C:6]([C:8]([F:11])([F:10])[F:9])[C:5]([C:12]([O:14][CH3:15])=[O:13])=[CH:4][N:3]=1. (5) The catalyst class is: 5. Reactant: [CH3:1][O:2][C:3]([C@@H:5]([N:13]1[CH2:21][C:17]2[CH:18]=[CH:19][S:20][C:16]=2[CH2:15][CH2:14]1)[C:6]1[CH:7]=[CH:8][CH:9]=[CH:10][C:11]=1[Cl:12])=[O:4].[ClH:22]. Product: [CH3:1][O:2][C:3]([C@@H:5]([N:13]1[CH2:21][C:17]2[CH:18]=[CH:19][S:20][C:16]=2[CH2:15][CH2:14]1)[C:6]1[C:11]([Cl:12])=[CH:10][CH:9]=[CH:8][CH:7]=1)=[O:4].[ClH:22]. (6) Reactant: [NH:1]1[C:9]2[CH:8]=[CH:7][N:6]=[CH:5][C:4]=2[CH:3]=[CH:2]1.C1N2CN3CN(C2)CN1C3.[C:20](O)(=[O:22])C. Product: [NH:1]1[C:9]2[CH:8]=[CH:7][N:6]=[CH:5][C:4]=2[C:3]([CH:20]=[O:22])=[CH:2]1. The catalyst class is: 6. (7) Reactant: [C:1]([O:5][C:6]([N:8]1[CH2:13][CH2:12][C:11]([CH2:15][NH2:16])([F:14])[CH2:10][CH2:9]1)=[O:7])([CH3:4])([CH3:3])[CH3:2].[CH:17]1[C:29]2[CH:28]([CH2:30][O:31][C:32]([N:34]=[C:35]=[S:36])=[O:33])[C:27]3[C:22](=[CH:23][CH:24]=[CH:25][CH:26]=3)[C:21]=2[CH:20]=[CH:19][CH:18]=1. Product: [C:1]([O:5][C:6]([N:8]1[CH2:9][CH2:10][C:11]([CH2:15][NH:16][C:35]([NH:34][C:32]([O:31][CH2:30][CH:28]2[C:27]3[CH:26]=[CH:25][CH:24]=[CH:23][C:22]=3[C:21]3[C:29]2=[CH:17][CH:18]=[CH:19][CH:20]=3)=[O:33])=[S:36])([F:14])[CH2:12][CH2:13]1)=[O:7])([CH3:4])([CH3:3])[CH3:2]. The catalyst class is: 7.